The task is: Predict which catalyst facilitates the given reaction.. This data is from Catalyst prediction with 721,799 reactions and 888 catalyst types from USPTO. (1) Reactant: [O:1]([CH2:13][CH:14]=[CH2:15])[C@H:2]1[O:10][C@H:9]([CH2:11][OH:12])[C@H:7]([OH:8])[C@H:5]([OH:6])[C@H:3]1[OH:4].[C:16](Cl)([C:29]1[CH:34]=[CH:33][CH:32]=[CH:31][CH:30]=1)([C:23]1[CH:28]=[CH:27][CH:26]=[CH:25][CH:24]=1)[C:17]1[CH:22]=[CH:21][CH:20]=[CH:19][CH:18]=1. Product: [C:16]([O:12][CH2:11][C@H:9]1[O:10][C@H:2]([O:1][CH2:13][CH:14]=[CH2:15])[C@H:3]([OH:4])[C@@H:5]([OH:6])[C@H:7]1[OH:8])([C:17]1[CH:22]=[CH:21][CH:20]=[CH:19][CH:18]=1)([C:29]1[CH:30]=[CH:31][CH:32]=[CH:33][CH:34]=1)[C:23]1[CH:24]=[CH:25][CH:26]=[CH:27][CH:28]=1. The catalyst class is: 17. (2) Reactant: C([Cl:4])(=O)C.[NH2:5][C:6]1[CH:11]=[CH:10][CH:9]=[CH:8][C:7]=1[C:12]1[C:13]([C:19]#[N:20])=[N:14][N:15]([CH3:18])[C:16]=1[CH3:17]. Product: [ClH:4].[CH3:17][C:16]1[N:15]([CH3:18])[N:14]=[C:13]2[C:12]=1[C:7]1[CH:8]=[CH:9][CH:10]=[CH:11][C:6]=1[N:5]=[C:19]2[NH2:20]. The catalyst class is: 8. (3) Reactant: [B:10]1([B:10]2[O:14][C:13]([CH3:16])([CH3:15])[C:12]([CH3:18])([CH3:17])[O:11]2)[O:14][C:13]([CH3:16])([CH3:15])[C:12]([CH3:18])([CH3:17])[O:11]1.C([O-])(=O)C.[K+].Br[C:25]1[CH:30]=[CH:29][C:28]([CH:31]([F:33])[F:32])=[C:27]([Cl:34])[CH:26]=1.O. Product: [Cl:34][C:27]1[CH:26]=[C:25]([B:10]2[O:11][C:12]([CH3:17])([CH3:18])[C:13]([CH3:15])([CH3:16])[O:14]2)[CH:30]=[CH:29][C:28]=1[CH:31]([F:33])[F:32]. The catalyst class is: 12. (4) Reactant: [CH:1]1[C:13]2[CH:12]([CH2:14][O:15][C:16]([N:18]3[CH2:23][CH2:22][CH2:21][CH:20]([NH:24][C:25]4[C:30]([N+:31]([O-])=O)=[CH:29][N:28]=[C:27]5[N:34]([S:37]([C:40]6[CH:45]=[CH:44][CH:43]=[CH:42][CH:41]=6)(=[O:39])=[O:38])[CH:35]=[CH:36][C:26]=45)[CH2:19]3)=[O:17])[C:11]3[C:6](=[CH:7][CH:8]=[CH:9][CH:10]=3)[C:5]=2[CH:4]=[CH:3][CH:2]=1.C1COCC1. Product: [CH:1]1[C:13]2[CH:12]([CH2:14][O:15][C:16]([N:18]3[CH2:23][CH2:22][CH2:21][CH:20]([NH:24][C:25]4[C:30]([NH2:31])=[CH:29][N:28]=[C:27]5[N:34]([S:37]([C:40]6[CH:41]=[CH:42][CH:43]=[CH:44][CH:45]=6)(=[O:39])=[O:38])[CH:35]=[CH:36][C:26]=45)[CH2:19]3)=[O:17])[C:11]3[C:6](=[CH:7][CH:8]=[CH:9][CH:10]=3)[C:5]=2[CH:4]=[CH:3][CH:2]=1. The catalyst class is: 256. (5) Reactant: [F:1][C:2]([F:14])([F:13])[C:3]1[CH:4]=[CH:5][C:6]2[O:11][CH2:10][CH2:9][NH:8][C:7]=2[CH:12]=1.[Cl:15][C:16]1[CH:17]=[C:18]([CH:22]=[C:23]([Cl:26])[C:24]=1[OH:25])[C:19](Cl)=[O:20]. Product: [Cl:15][C:16]1[CH:17]=[C:18]([C:19]([N:8]2[C:7]3[CH:12]=[C:3]([C:2]([F:1])([F:13])[F:14])[CH:4]=[CH:5][C:6]=3[O:11][CH2:10][CH2:9]2)=[O:20])[CH:22]=[C:23]([Cl:26])[C:24]=1[OH:25]. The catalyst class is: 13. (6) Reactant: [OH:1][C:2]1[CH:7]=[CH:6][CH:5]=[CH:4][C:3]=1[C:8]1[CH:9]=[C:10]([CH:19]2[CH2:24][CH2:23][CH2:22][N:21](C(OC(C)(C)C)=O)[CH2:20]2)[C:11]2[CH2:16][O:15][C:14](=[O:17])[NH:13][C:12]=2[N:18]=1.[ClH:32]. Product: [ClH:32].[OH:1][C:2]1[CH:7]=[CH:6][CH:5]=[CH:4][C:3]=1[C:8]1[CH:9]=[C:10]([CH:19]2[CH2:24][CH2:23][CH2:22][NH:21][CH2:20]2)[C:11]2[CH2:16][O:15][C:14](=[O:17])[NH:13][C:12]=2[N:18]=1. The catalyst class is: 12.